Dataset: Retrosynthesis with 50K atom-mapped reactions and 10 reaction types from USPTO. Task: Predict the reactants needed to synthesize the given product. (1) The reactants are: Fc1cccc(-c2ccnc(N3CCNCC3)n2)c1.O=C(Nc1cccnc1)OCC(Cl)(Cl)Cl. Given the product O=C(Nc1cccnc1)N1CCN(c2nccc(-c3cccc(F)c3)n2)CC1, predict the reactants needed to synthesize it. (2) The reactants are: BrCCc1ccccc1.Cc1cc(N)c([N+](=O)[O-])cc1C. Given the product Cc1cc(NCCc2ccccc2)c([N+](=O)[O-])cc1C, predict the reactants needed to synthesize it. (3) The reactants are: N#Cc1cnc2ccc(N)cc2c1Nc1ccc(F)c(Cl)c1.O=Cc1cccc([N+](=O)[O-])c1. Given the product N#Cc1cnc2ccc(NCc3cccc([N+](=O)[O-])c3)cc2c1Nc1ccc(F)c(Cl)c1, predict the reactants needed to synthesize it. (4) Given the product Cc1ccc(S(=O)(=O)OCCOC(C)(C)C)cc1, predict the reactants needed to synthesize it. The reactants are: CC(C)(C)OCCO.Cc1ccc(S(=O)(=O)Cl)cc1. (5) Given the product CC(C)(O)COCc1cccc(Nc2sc(-c3ccc(S(C)(=O)=O)cc3)cc2C(N)=O)n1, predict the reactants needed to synthesize it. The reactants are: CC(C)(O)COCc1cccc(Br)n1.CS(=O)(=O)c1ccc(-c2cc(C(N)=O)c(N)s2)cc1.